This data is from Peptide-MHC class I binding affinity with 185,985 pairs from IEDB/IMGT. The task is: Regression. Given a peptide amino acid sequence and an MHC pseudo amino acid sequence, predict their binding affinity value. This is MHC class I binding data. (1) The peptide sequence is EENMEVEIW. The MHC is HLA-B44:02 with pseudo-sequence HLA-B44:02. The binding affinity (normalized) is 0.709. (2) The peptide sequence is TLYCVHQGI. The MHC is HLA-B08:01 with pseudo-sequence HLA-B08:01. The binding affinity (normalized) is 0.194.